From a dataset of Full USPTO retrosynthesis dataset with 1.9M reactions from patents (1976-2016). Predict the reactants needed to synthesize the given product. Given the product [NH:20]1[C:28]2=[N:27][CH:26]=[CH:25][CH:24]=[C:23]2[C:22](/[CH:29]=[C:7]2\[O:8][C:4]3[C:3]([CH2:12][N:13]4[CH2:18][CH2:17][NH:16][C:15](=[O:19])[CH2:14]4)=[C:2]([OH:1])[CH:11]=[CH:10][C:5]=3[C:6]\2=[O:9])=[CH:21]1, predict the reactants needed to synthesize it. The reactants are: [OH:1][C:2]1[CH:11]=[CH:10][C:5]2[C:6](=[O:9])[CH2:7][O:8][C:4]=2[C:3]=1[CH2:12][N:13]1[CH2:18][CH2:17][NH:16][C:15](=[O:19])[CH2:14]1.[NH:20]1[C:28]2[C:23](=[CH:24][CH:25]=[CH:26][N:27]=2)[C:22]([CH:29]=O)=[CH:21]1.N1CCCCC1.